From a dataset of Forward reaction prediction with 1.9M reactions from USPTO patents (1976-2016). Predict the product of the given reaction. (1) The product is: [C@H:1]1([N:13]2[CH2:18][CH2:17][CH:16]([NH:26][C:21]3[C:20]([NH2:27])=[CH:25][CH:24]=[CH:23][CH:22]=3)[CH2:15][CH2:14]2)[C:11]2=[C:12]3[C:7](=[CH:8][CH:9]=[CH:10]2)[CH:6]=[CH:5][CH:4]=[C:3]3[CH2:2]1. Given the reactants [C@H:1]1([N:13]2[CH2:18][CH2:17][C:16](=O)[CH2:15][CH2:14]2)[C:11]2=[C:12]3[C:7](=[CH:8][CH:9]=[CH:10]2)[CH:6]=[CH:5][CH:4]=[C:3]3[CH2:2]1.[C:20]1([NH2:27])[CH:25]=[CH:24][CH:23]=[CH:22][C:21]=1[NH2:26].C(O[BH-](OC(=O)C)OC(=O)C)(=O)C.[Na+].C(=O)([O-])[O-].[K+].[K+], predict the reaction product. (2) Given the reactants [NH2:1][CH2:2][CH2:3][CH2:4][CH2:5][CH2:6][CH2:7][CH2:8][CH2:9][N:10]1[C:22]2[C:21]3[CH:20]=[CH:19][CH:18]=[CH:17][C:16]=3[N:15]=[C:14]([NH2:23])[C:13]=2[N:12]=[CH:11]1.[C:24](Cl)(=[O:31])[C:25]1[CH:30]=[CH:29][CH:28]=[CH:27][CH:26]=1, predict the reaction product. The product is: [NH2:23][C:14]1[C:13]2[N:12]=[CH:11][N:10]([CH2:9][CH2:8][CH2:7][CH2:6][CH2:5][CH2:4][CH2:3][CH2:2][NH:1][C:24](=[O:31])[C:25]3[CH:30]=[CH:29][CH:28]=[CH:27][CH:26]=3)[C:22]=2[C:21]2[CH:20]=[CH:19][CH:18]=[CH:17][C:16]=2[N:15]=1. (3) Given the reactants [CH3:1][C@@H:2]1[CH2:7][C@H:6]([CH3:8])[C:5](=[O:9])[O:4][C:3]1=O.[H-].[Al+3].[Li+].[H-].[H-].[H-].O.[OH-].[Na+], predict the reaction product. The product is: [CH3:1][C@H:2]([CH2:7][C@H:6]([CH3:8])[CH2:5][OH:9])[CH2:3][OH:4]. (4) Given the reactants [CH2:1]([C:8]1[N:9]=[C:10](Cl)[C:11]2[CH2:17][CH2:16][N:15]([CH2:18][C:19]3[CH:24]=[CH:23][CH:22]=[CH:21][CH:20]=3)[CH2:14][CH2:13][C:12]=2[N:25]=1)[C:2]1[CH:7]=[CH:6][CH:5]=[CH:4][CH:3]=1.[CH2:27](B(O)O)[CH2:28][CH2:29][CH3:30], predict the reaction product. The product is: [CH2:1]([C:8]1[N:9]=[C:10]([CH2:27][CH2:28][CH2:29][CH3:30])[C:11]2[CH2:17][CH2:16][N:15]([CH2:18][C:19]3[CH:24]=[CH:23][CH:22]=[CH:21][CH:20]=3)[CH2:14][CH2:13][C:12]=2[N:25]=1)[C:2]1[CH:7]=[CH:6][CH:5]=[CH:4][CH:3]=1. (5) The product is: [C:24]([C:28]1[CH:35]=[CH:34][C:2]([CH2:1][S:3][C:5]2[O:6][C:7]3[C:12]([C:13](=[O:23])[C:14]=2[CH2:15][O:16][CH:17]2[CH2:22][CH2:21][CH2:20][CH2:19][O:18]2)=[CH:11][CH:10]=[CH:9][CH:8]=3)=[CH:30][CH:29]=1)([CH3:27])([CH3:26])[CH3:25]. Given the reactants [CH2:1]([S:3]([C:5]1[O:6][C:7]2[C:12]([C:13](=[O:23])[C:14]=1[CH2:15][O:16][CH:17]1[CH2:22][CH2:21][CH2:20][CH2:19][O:18]1)=[CH:11][CH:10]=[CH:9][CH:8]=2)=O)[CH3:2].[C:24]([C:28]1[CH:35]=[CH:34]C(CS)=[CH:30][CH:29]=1)([CH3:27])([CH3:26])[CH3:25], predict the reaction product. (6) Given the reactants [NH:1]1[CH2:5][CH2:4][CH2:3][CH2:2]1.Cl[CH2:7][C:8]1[NH:12][C:11]2[CH:13]=[CH:14][C:15]([N+:17]([O-:19])=[O:18])=[CH:16][C:10]=2[N:9]=1, predict the reaction product. The product is: [N+:17]([C:15]1[CH:14]=[CH:13][C:11]2[NH:12][C:8]([CH2:7][N:1]3[CH2:5][CH2:4][CH2:3][CH2:2]3)=[N:9][C:10]=2[CH:16]=1)([O-:19])=[O:18]. (7) The product is: [NH2:1][C:2]1[C:11]2[N:12]=[C:13]([CH2:38][CH2:39][O:40][CH3:41])[N:14]([CH2:15][CH2:16][N:17]([CH2:26][C:27]3[CH:28]=[C:29]([CH:35]=[CH:36][CH:37]=3)[O:30][CH2:31][C:32]([O:34][CH3:42])=[O:33])[C:18](=[O:25])[CH2:19][N:20]([CH2:23][CH3:24])[CH2:21][CH3:22])[C:10]=2[C:9]2[CH:8]=[CH:7][CH:6]=[CH:5][C:4]=2[N:3]=1. Given the reactants [NH2:1][C:2]1[C:11]2[N:12]=[C:13]([CH2:38][CH2:39][O:40][CH3:41])[N:14]([CH2:15][CH2:16][N:17]([CH2:26][C:27]3[CH:28]=[C:29]([CH:35]=[CH:36][CH:37]=3)[O:30][CH2:31][C:32]([OH:34])=[O:33])[C:18](=[O:25])[CH2:19][N:20]([CH2:23][CH3:24])[CH2:21][CH3:22])[C:10]=2[C:9]2[CH:8]=[CH:7][CH:6]=[CH:5][C:4]=2[N:3]=1.[CH3:42]O, predict the reaction product. (8) Given the reactants [CH3:1][N:2]1[CH:6]=[C:5]([C:7]([OH:9])=O)[CH:4]=[N:3]1.[CH2:10]([N:12](CC)[CH2:13]C)C.CN(C(ON1N=NC2C=CC=CC1=2)=[N+](C)C)C.[B-](F)(F)(F)F.Cl.CNC, predict the reaction product. The product is: [CH3:10][N:12]([CH3:13])[C:7]([C:5]1[CH:4]=[N:3][N:2]([CH3:1])[CH:6]=1)=[O:9].